Dataset: Peptide-MHC class II binding affinity with 134,281 pairs from IEDB. Task: Regression. Given a peptide amino acid sequence and an MHC pseudo amino acid sequence, predict their binding affinity value. This is MHC class II binding data. (1) The binding affinity (normalized) is 0.0988. The peptide sequence is GGIVNAQNAQLSNCS. The MHC is DRB1_1101 with pseudo-sequence DRB1_1101. (2) The peptide sequence is FNFSQDDLLTEDVMI. The MHC is DRB1_1501 with pseudo-sequence DRB1_1501. The binding affinity (normalized) is 0.145. (3) The peptide sequence is GEPKGAAESSSKAAL. The MHC is DRB1_0701 with pseudo-sequence DRB1_0701. The binding affinity (normalized) is 0.157. (4) The peptide sequence is EHGSDEWVAMTKGEGGVWTF. The MHC is DRB1_0701 with pseudo-sequence DRB1_0701. The binding affinity (normalized) is 0.436.